Regression. Given a peptide amino acid sequence and an MHC pseudo amino acid sequence, predict their binding affinity value. This is MHC class II binding data. From a dataset of Peptide-MHC class II binding affinity with 134,281 pairs from IEDB. (1) The peptide sequence is YDKFLANVSTVITGK. The MHC is DRB3_0202 with pseudo-sequence DRB3_0202. The binding affinity (normalized) is 0.843. (2) The peptide sequence is TSSSQSLISSPMSKK. The MHC is H-2-IAb with pseudo-sequence H-2-IAb. The binding affinity (normalized) is 0.189. (3) The peptide sequence is VFCSELPDFACSG. The MHC is DRB4_0101 with pseudo-sequence DRB4_0103. The binding affinity (normalized) is 0.321. (4) The peptide sequence is VWRIDTPDKLTGPFT. The MHC is DRB1_1101 with pseudo-sequence DRB1_1101. The binding affinity (normalized) is 0.543.